Task: Predict the reactants needed to synthesize the given product.. Dataset: Full USPTO retrosynthesis dataset with 1.9M reactions from patents (1976-2016) (1) Given the product [NH3:7].[C:21]1([C:2]2[N:7]=[CH:6][C:5]([N:8]3[CH2:13][CH2:12][N:11]([C:14]([O:16][C:17]([CH3:20])([CH3:19])[CH3:18])=[O:15])[CH2:10][CH2:9]3)=[CH:4][CH:3]=2)[CH:26]=[CH:25][CH:24]=[CH:23][CH:22]=1, predict the reactants needed to synthesize it. The reactants are: Br[C:2]1[N:7]=[CH:6][C:5]([N:8]2[CH2:13][CH2:12][N:11]([C:14]([O:16][C:17]([CH3:20])([CH3:19])[CH3:18])=[O:15])[CH2:10][CH2:9]2)=[CH:4][CH:3]=1.[C:21]1(B(O)O)[CH:26]=[CH:25][CH:24]=[CH:23][CH:22]=1.C(=O)([O-])[O-].[K+].[K+].C(O)(C)C.[OH-].[Na+]. (2) Given the product [C:28]([OH:35])(=[O:34])/[CH:29]=[CH:30]/[C:31]([OH:33])=[O:32].[Cl:1][C:2]1[C:9]([F:10])=[CH:8][C:5]([C:6]#[N:7])=[C:4]([O:11][C:12]2[CH:17]=[CH:16][CH:15]=[C:14]([CH2:18][NH:25][CH3:24])[C:13]=2[O:20][CH3:21])[CH:3]=1, predict the reactants needed to synthesize it. The reactants are: [Cl:1][C:2]1[C:9]([F:10])=[CH:8][C:5]([C:6]#[N:7])=[C:4]([O:11][C:12]2[CH:17]=[CH:16][CH:15]=[C:14]([CH:18]=O)[C:13]=2[O:20][CH3:21])[CH:3]=1.CN.[C:24]([BH3-])#[N:25].[Na+].[C:28]([OH:35])(=[O:34])/[CH:29]=[CH:30]/[C:31]([OH:33])=[O:32]. (3) Given the product [OH:34][C:9]1[CH:10]=[CH:11][C:12]2[O:16][N:15]=[C:14]([N:17]([C:25]([O:27][C:28]([CH3:29])([CH3:31])[CH3:30])=[O:26])[C:18]([O:20][C:21]([CH3:22])([CH3:23])[CH3:24])=[O:19])[C:13]=2[CH:32]=1, predict the reactants needed to synthesize it. The reactants are: CC1(C)C(C)(C)OB([C:9]2[CH:10]=[CH:11][C:12]3[O:16][N:15]=[C:14]([N:17]([C:25]([O:27][C:28]([CH3:31])([CH3:30])[CH3:29])=[O:26])[C:18]([O:20][C:21]([CH3:24])([CH3:23])[CH3:22])=[O:19])[C:13]=3[CH:32]=2)O1.[OH:34]O. (4) Given the product [CH3:3][N:4]1[C:16]2[C:15]3[CH:14]=[C:13]([O:17][CH2:20][C:21]([O:23][CH2:24][CH3:25])=[O:22])[CH:12]=[CH:11][C:10]=3[N:9]=[CH:8][C:7]=2[N:6]=[C:5]1[CH3:18], predict the reactants needed to synthesize it. The reactants are: [H-].[Na+].[CH3:3][N:4]1[C:16]2[C:15]3[CH:14]=[C:13]([OH:17])[CH:12]=[CH:11][C:10]=3[N:9]=[CH:8][C:7]=2[N:6]=[C:5]1[CH3:18].Br[CH2:20][C:21]([O:23][CH2:24][CH3:25])=[O:22].C(O)C. (5) Given the product [CH3:28][S:25]([C:22]([C:14]1[CH:15]=[C:16]2[C:21](=[C:12]([C:8]3[CH:7]=[C:6]([CH2:5][CH:4]([C:29]4[CH:34]=[CH:33][C:32]([S:35][CH3:36])=[CH:31][CH:30]=4)[CH2:3][OH:2])[CH:11]=[CH:10][CH:9]=3)[CH:13]=1)[N:20]=[CH:19][CH:18]=[CH:17]2)([CH3:24])[CH3:23])(=[O:26])=[O:27], predict the reactants needed to synthesize it. The reactants are: C[O:2][C:3](=O)[CH:4]([C:29]1[CH:34]=[CH:33][C:32]([S:35][CH3:36])=[CH:31][CH:30]=1)[CH2:5][C:6]1[CH:11]=[CH:10][CH:9]=[C:8]([C:12]2[CH:13]=[C:14]([C:22]([S:25]([CH3:28])(=[O:27])=[O:26])([CH3:24])[CH3:23])[CH:15]=[C:16]3[C:21]=2[N:20]=[CH:19][CH:18]=[CH:17]3)[CH:7]=1.CC(C[Al]CC(C)C)C. (6) Given the product [C:1]([O:5][C:6]([N:8]1[C:17]2[C:12](=[CH:13][C:14]([O:18][CH2:27][CH2:26][CH2:25][CH2:24][Br:23])=[CH:15][CH:16]=2)[CH2:11][CH2:10][CH2:9]1)=[O:7])([CH3:4])([CH3:2])[CH3:3], predict the reactants needed to synthesize it. The reactants are: [C:1]([O:5][C:6]([N:8]1[C:17]2[C:12](=[CH:13][C:14]([OH:18])=[CH:15][CH:16]=2)[CH2:11][CH2:10][CH2:9]1)=[O:7])([CH3:4])([CH3:3])[CH3:2].CC(C)=O.[Br:23][CH2:24][CH2:25][CH2:26][CH2:27]Br. (7) The reactants are: ClCCCl.[N:5]([C:8]1[C:17]([C:18]2[CH:23]=[CH:22][C:21]([Cl:24])=[CH:20][CH:19]=2)=[N:16][C:15]([Br:25])=[CH:14][C:9]=1[C:10]([O:12][CH3:13])=[O:11])=[N+]=[N-]. Given the product [Br:25][C:15]1[CH:14]=[C:9]([C:10]([O:12][CH3:13])=[O:11])[C:8]2[NH:5][C:19]3[CH:20]=[C:21]([Cl:24])[CH:22]=[CH:23][C:18]=3[C:17]=2[N:16]=1, predict the reactants needed to synthesize it. (8) The reactants are: [NH2:1][C:2]1[CH:3]=[N:4][C:5]([C:8]2[CH:9]=[C:10]([CH:25]=[CH:26][CH:27]=2)[CH2:11][C:12]2[C:17](=[O:18])[CH:16]=[CH:15][N:14]([C:19]3[CH:20]=[N:21][N:22]([CH3:24])[CH:23]=3)[N:13]=2)=[N:6][CH:7]=1.CC1C=CC(S(O)(=O)=O)=CC=1. Given the product [CH3:24][N:22]1[CH:23]=[C:19]([N:14]2[CH:15]=[CH:16][C:17](=[O:18])[C:12]([CH2:11][C:10]3[CH:25]=[CH:26][CH:27]=[C:8]([C:5]4[N:6]=[CH:7][C:2]([N:1]5[CH:15]=[N:14][N:13]=[CH:12]5)=[CH:3][N:4]=4)[CH:9]=3)=[N:13]2)[CH:20]=[N:21]1, predict the reactants needed to synthesize it. (9) The reactants are: [Br:1][C:2]1[CH:7]=[CH:6][C:5]([S:8]([N:11]2[CH2:16][CH2:15][C:14]([CH2:18][NH:19][CH3:20])([OH:17])[CH2:13][CH2:12]2)(=[O:10])=[O:9])=[CH:4][CH:3]=1.C(N(CC)CC)C.[Cl:28][CH2:29][C:30](Cl)=[O:31]. Given the product [Br:1][C:2]1[CH:7]=[CH:6][C:5]([S:8]([N:11]2[CH2:12][CH2:13][C:14]([CH2:18][N:19]([CH3:20])[C:30](=[O:31])[CH2:29][Cl:28])([OH:17])[CH2:15][CH2:16]2)(=[O:9])=[O:10])=[CH:4][CH:3]=1, predict the reactants needed to synthesize it.